Dataset: Forward reaction prediction with 1.9M reactions from USPTO patents (1976-2016). Task: Predict the product of the given reaction. (1) Given the reactants [CH3:1][O:2][C:3]1[CH:41]=[C:40]([O:42][CH3:43])[CH:39]=[CH:38][C:4]=1[CH2:5][NH:6][C:7]1[C:8]2[CH:15]=[CH:14][N:13]([C@H:16]3[C@@H:20]4[O:21][C:22]([CH3:25])([CH3:24])[O:23][C@@H:19]4[C@@H:18]([CH2:26][N:27]([CH3:37])[CH:28]4[CH2:31][CH:30]([CH2:32][CH2:33][C:34]([OH:36])=O)[CH2:29]4)[CH2:17]3)[C:9]=2[N:10]=[CH:11][N:12]=1.C(N(CC)C(C)C)(C)C.[F:53][C:54]([F:65])([F:64])[O:55][C:56]1[CH:57]=[C:58]([NH2:63])[C:59]([NH2:62])=[CH:60][CH:61]=1, predict the reaction product. The product is: [NH2:63][C:58]1[CH:57]=[C:56]([O:55][C:54]([F:53])([F:64])[F:65])[CH:61]=[CH:60][C:59]=1[NH:62][C:34](=[O:36])[CH2:33][CH2:32][CH:30]1[CH2:31][CH:28]([N:27]([CH2:26][C@@H:18]2[C@@H:19]3[C@@H:20]([O:21][C:22]([CH3:24])([CH3:25])[O:23]3)[C@H:16]([N:13]3[C:9]4[N:10]=[CH:11][N:12]=[C:7]([NH:6][CH2:5][C:4]5[CH:38]=[CH:39][C:40]([O:42][CH3:43])=[CH:41][C:3]=5[O:2][CH3:1])[C:8]=4[CH:15]=[CH:14]3)[CH2:17]2)[CH3:37])[CH2:29]1. (2) The product is: [C:11]([NH:10][CH2:9][CH:8]([C:21]1[O:22][CH:23]=[C:24]([C:26]2[CH:31]=[CH:30][C:29]([C:32]([F:33])([F:34])[F:35])=[CH:28][CH:27]=2)[N:25]=1)[O:7][C:6]1[C:5]([F:40])=[C:4]([C:38]([F:39])=[CH:37][CH:36]=1)[C:1]([NH2:2])=[O:3])(=[O:12])[CH3:41]. Given the reactants [C:1]([C:4]1[C:5]([F:40])=[C:6]([CH:36]=[CH:37][C:38]=1[F:39])[O:7][CH:8]([C:21]1[O:22][CH:23]=[C:24]([C:26]2[CH:31]=[CH:30][C:29]([C:32]([F:35])([F:34])[F:33])=[CH:28][CH:27]=2)[N:25]=1)[CH2:9][NH:10][C:11](=O)[O:12]CC1C=CC=CC=1)(=[O:3])[NH2:2].[CH2:41](N(CC)CC)C.C(OC(=O)C)(=O)C, predict the reaction product. (3) The product is: [CH3:17][S:18]([O:9][CH2:8][CH2:7][N:4]1[CH2:5][CH2:6][O:1][CH2:2][CH2:3]1)(=[O:20])=[O:19]. Given the reactants [O:1]1[CH2:6][CH2:5][N:4]([CH2:7][CH2:8][OH:9])[CH2:3][CH2:2]1.C(N(CC)CC)C.[CH3:17][S:18](Cl)(=[O:20])=[O:19], predict the reaction product. (4) Given the reactants O[CH2:2][C:3]1[CH:4]=[CH:5][C:6]([CH3:10])=[N:7][C:8]=1[CH3:9].O=S(Cl)[Cl:13].O, predict the reaction product. The product is: [ClH:13].[Cl:13][CH2:2][C:3]1[CH:4]=[CH:5][C:6]([CH3:10])=[N:7][C:8]=1[CH3:9]. (5) Given the reactants [CH2:1]([O:3][C:4]([C@@H:6]1[CH2:10][C@H:9](OS(C)(=O)=O)[CH2:8][C@H:7]1[C:16]([N:18]1[CH2:22][CH2:21][C:20]([F:24])([F:23])[CH2:19]1)=[O:17])=[O:5])[CH3:2].[Cl:25][C:26]1[CH:27]=[CH:28][C:29]([SH:32])=[N:30][CH:31]=1, predict the reaction product. The product is: [CH2:1]([O:3][C:4]([C@@H:6]1[CH2:10][C@@H:9]([S:32][C:29]2[CH:28]=[CH:27][C:26]([Cl:25])=[CH:31][N:30]=2)[CH2:8][C@H:7]1[C:16]([N:18]1[CH2:22][CH2:21][C:20]([F:23])([F:24])[CH2:19]1)=[O:17])=[O:5])[CH3:2].